Dataset: Catalyst prediction with 721,799 reactions and 888 catalyst types from USPTO. Task: Predict which catalyst facilitates the given reaction. (1) The catalyst class is: 9. Reactant: [F:8][C:7]([F:10])([F:9])[C:6](O[C:6](=[O:11])[C:7]([F:10])([F:9])[F:8])=[O:11].[Br:14][C:15]1[CH:23]=[CH:22][CH:21]=[C:20]2[C:16]=1[CH:17]=[CH:18][NH:19]2.O. Product: [Br:14][C:15]1[CH:23]=[CH:22][CH:21]=[C:20]2[C:16]=1[C:17]([C:6](=[O:11])[C:7]([F:8])([F:9])[F:10])=[CH:18][NH:19]2. (2) Reactant: Br[C:2]1[C:3]([CH3:30])=[C:4]([CH:27]=[CH:28][CH:29]=1)[CH2:5][N:6]([C:21](=[O:26])[C:22]([F:25])([F:24])[F:23])[C:7]1[CH:20]=[CH:19][C:10]2[C@H:11]([CH2:14][C:15]([O:17][CH3:18])=[O:16])[CH2:12][O:13][C:9]=2[CH:8]=1.[CH3:31][C:32]1[C:37](B(O)O)=[C:36]([CH3:41])[N:35]=[C:34]([N:42]2[CH2:47][CH2:46][O:45][CH2:44][CH2:43]2)[N:33]=1.C(=O)([O-])[O-].[Na+].[Na+].C1(P(C2CCCCC2)C2C=CC=CC=2C2C(OC)=CC=CC=2OC)CCCCC1. Product: [CH3:31][C:32]1[C:37]([C:2]2[C:3]([CH3:30])=[C:4]([CH:27]=[CH:28][CH:29]=2)[CH2:5][N:6]([C:21](=[O:26])[C:22]([F:25])([F:24])[F:23])[C:7]2[CH:20]=[CH:19][C:10]3[C@H:11]([CH2:14][C:15]([O:17][CH3:18])=[O:16])[CH2:12][O:13][C:9]=3[CH:8]=2)=[C:36]([CH3:41])[N:35]=[C:34]([N:42]2[CH2:43][CH2:44][O:45][CH2:46][CH2:47]2)[N:33]=1. The catalyst class is: 720. (3) Reactant: [NH2:1][C:2]1[C:6]([Br:7])=[CH:5][NH:4][N:3]=1.CN(C)[CH:10]=[C:11]([CH3:14])[CH:12]=O.C(O)C. Product: [Br:7][C:6]1[CH:5]=[N:4][N:3]2[CH:12]=[C:11]([CH3:14])[CH:10]=[N:1][C:2]=12. The catalyst class is: 15. (4) Reactant: [F:1][C:2]([F:25])([F:24])[C:3]1[CH:8]=[CH:7][C:6]([C:9]2[CH:10]=[C:11]([NH:15][C:16](=[O:23])[C:17]3[CH:22]=[CH:21][CH:20]=[CH:19][CH:18]=3)[CH:12]=[N:13][CH:14]=2)=[CH:5][CH:4]=1. Product: [F:24][C:2]([F:1])([F:25])[C:3]1[CH:4]=[CH:5][C:6]([CH:9]2[CH2:14][NH:13][CH2:12][CH:11]([NH:15][C:16]([C:17]3[CH:22]=[CH:21][CH:20]=[CH:19][CH:18]=3)=[O:23])[CH2:10]2)=[CH:7][CH:8]=1. The catalyst class is: 15. (5) Reactant: [Cl:1][C:2]1[N:7]=[C:6]([CH3:8])[CH:5]=[CH:4][N:3]=1.[F:9][C:10]1[C:19]([N+:20]([O-:22])=[O:21])=[CH:18][CH:17]=[CH:16][C:11]=1[C:12](OC)=[O:13].[Li+].C[Si]([N-][Si](C)(C)C)(C)C. Product: [Cl:1][C:2]1[N:7]=[C:6]([CH2:8][C:12]([C:11]2[CH:16]=[CH:17][CH:18]=[C:19]([N+:20]([O-:22])=[O:21])[C:10]=2[F:9])=[O:13])[CH:5]=[CH:4][N:3]=1. The catalyst class is: 1. (6) Reactant: Br[CH2:2][C:3]([C:5]1[CH:6]=[N:7][N:8]([CH2:10][C:11]2[CH:16]=[CH:15][C:14]([O:17][CH3:18])=[CH:13][CH:12]=2)[CH:9]=1)=O.[CH3:19][C:20]1[CH:25]=[CH:24][N:23]=[C:22]([NH:26][C:27]([NH2:29])=[S:28])[N:21]=1. Product: [CH3:18][O:17][C:14]1[CH:15]=[CH:16][C:11]([CH2:10][N:8]2[CH:9]=[C:5]([C:3]3[N:29]=[C:27]([NH:26][C:22]4[N:21]=[C:20]([CH3:19])[CH:25]=[CH:24][N:23]=4)[S:28][CH:2]=3)[CH:6]=[N:7]2)=[CH:12][CH:13]=1. The catalyst class is: 21. (7) Reactant: [CH3:1][O:2][C:3]1[CH:10]=[C:9]([O:11][CH3:12])[CH:8]=[C:7]([O:13][CH3:14])[C:4]=1[CH:5]=O.S([O-])([O-])(=O)=O.[Mg+2].C([O-])(=O)C.[NH4+].[N+:26]([CH2:29][C:30]([O:32][CH3:33])=[O:31])([O-:28])=[O:27]. Product: [CH3:33][O:32][C:30](=[O:31])/[C:29](/[N+:26]([O-:28])=[O:27])=[CH:5]\[C:4]1[C:3]([O:2][CH3:1])=[CH:10][C:9]([O:11][CH3:12])=[CH:8][C:7]=1[O:13][CH3:14]. The catalyst class is: 46.